From a dataset of Reaction yield outcomes from USPTO patents with 853,638 reactions. Predict the reaction yield, written as a fraction of the theoretical maximum amount of product (1.0 means a 100% yield; for example, 0.34 means a 34% yield). (1) The reactants are C1(C(=[N:14][CH2:15][C:16]([O:18][CH2:19][CH3:20])=[O:17])C2C=CC=CC=2)C=CC=CC=1.[H-].[Na+].[Br:23][C:24]1[CH:25]=[C:26]([Cl:31])[C:27](Cl)=[N:28][CH:29]=1. The catalyst is CN(C=O)C. The product is [NH2:14][CH:15]([C:27]1[C:26]([Cl:31])=[CH:25][C:24]([Br:23])=[CH:29][N:28]=1)[C:16]([O:18][CH2:19][CH3:20])=[O:17]. The yield is 0.200. (2) The reactants are [I:1][C:2]1[CH:3]=[C:4]([CH:6]=[CH:7][CH:8]=1)[NH2:5].I[C:10]1[C:18]([C:19]([OH:21])=[O:20])=[CH:17][CH:16]=[CH:15][C:11]=1[C:12]([OH:14])=[O:13].CC(O)C(O)C.C(N1CCOCC1)C.N.C. The catalyst is [Cu](Cl)Cl.C1C=CC=CC=1. The product is [I:1][C:2]1[CH:3]=[C:4]([NH:5][C:10]2[C:18]([C:19]([OH:21])=[O:20])=[CH:17][CH:16]=[CH:15][C:11]=2[C:12]([OH:14])=[O:13])[CH:6]=[CH:7][CH:8]=1. The yield is 0.260. (3) The reactants are [CH3:1][O:2][CH2:3][CH:4]([CH3:35])[O:5][C:6]1[CH:7]=[C:8]([O:24][C:25]2[CH:26]=[N:27][C:28]([S:31]([CH3:34])(=[O:33])=[O:32])=[CH:29][CH:30]=2)[CH:9]=[C:10]2[C:14]=1[NH:13][C:12]([C:15]1[S:16][CH:17]([CH2:20][C:21](O)=[O:22])[CH2:18][N:19]=1)=[CH:11]2.Cl.[CH2:37]([N:39]=C=NCCCN(C)C)C.ON1C2C=CC=CC=2N=N1.Cl.CN. The catalyst is O.CN(C)C=O.C(N(CC)CC)C. The product is [CH3:1][O:2][CH2:3][CH:4]([CH3:35])[O:5][C:6]1[CH:7]=[C:8]([O:24][C:25]2[CH:26]=[N:27][C:28]([S:31]([CH3:34])(=[O:33])=[O:32])=[CH:29][CH:30]=2)[CH:9]=[C:10]2[C:14]=1[NH:13][C:12]([C:15]1[S:16][CH:17]([CH2:20][C:21]([NH:39][CH3:37])=[O:22])[CH2:18][N:19]=1)=[CH:11]2. The yield is 0.620. (4) The reactants are [F:1][C:2]1[CH:7]=[CH:6][CH:5]=[CH:4][C:3]=1[C@:8]12[CH2:16][O:15][C@H:14]([C:17]([F:20])([F:19])[F:18])[C@H:13]1[CH2:12][S:11][C:10]([NH:21]C(=O)C1C=CC=CC=1)=[N:9]2.C([O-])([O-])=O.[K+].[K+]. The catalyst is CO. The product is [F:1][C:2]1[CH:7]=[CH:6][CH:5]=[CH:4][C:3]=1[C@:8]12[CH2:16][O:15][C@H:14]([C:17]([F:18])([F:19])[F:20])[C@H:13]1[CH2:12][S:11][C:10]([NH2:21])=[N:9]2. The yield is 0.916. (5) The reactants are [N+:1]([C:4]1[CH:23]=[CH:22][C:7]([O:8][C:9]2[N:14]=[CH:13][N:12]=[C:11]([NH:15][C:16]3[CH:21]=[CH:20][CH:19]=[CH:18][CH:17]=3)[CH:10]=2)=[CH:6][CH:5]=1)([O-])=O.[Cl-].[NH4+].C(O)C.O. The catalyst is C(OCC)(=O)C.CCCCCC.[Fe]. The product is [NH2:1][C:4]1[CH:23]=[CH:22][C:7]([O:8][C:9]2[N:14]=[CH:13][N:12]=[C:11]([NH:15][C:16]3[CH:21]=[CH:20][CH:19]=[CH:18][CH:17]=3)[CH:10]=2)=[CH:6][CH:5]=1. The yield is 0.840. (6) The reactants are [CH:1]12[CH2:7][CH:5]([O:6]1)[CH2:4][N:3]([C:8]1[CH:17]=[C:16]3[C:11]([N:12]=[CH:13][CH:14]=[N:15]3)=[C:10]([O:18][CH:19]3[CH2:24][CH2:23][CH:22]([NH2:25])[CH2:21][CH2:20]3)[CH:9]=1)[CH2:2]2.F[C:27]1[N:32]=[CH:31][CH:30]=[CH:29][N:28]=1.CCN(C(C)C)C(C)C. The catalyst is CC(O)C. The product is [CH:5]12[CH2:7][CH:1]([O:6]1)[CH2:2][N:3]([C:8]1[CH:17]=[C:16]3[C:11]([N:12]=[CH:13][CH:14]=[N:15]3)=[C:10]([O:18][CH:19]3[CH2:20][CH2:21][CH:22]([NH:25][C:27]4[N:32]=[CH:31][CH:30]=[CH:29][N:28]=4)[CH2:23][CH2:24]3)[CH:9]=1)[CH2:4]2. The yield is 0.489. (7) The reactants are [C:1]([C:3]1[CH:4]=[C:5]([C:9]2[N:10]=[CH:11][N:12](C(C3C=CC=CC=3)(C3C=CC=CC=3)C3C=CC=CC=3)[CH:13]=2)[CH:6]=[CH:7][CH:8]=1)#[N:2].Cl. The catalyst is O1CCCC1. The product is [C:1]([C:3]1[CH:4]=[C:5]([C:9]2[N:10]=[CH:11][NH:12][CH:13]=2)[CH:6]=[CH:7][CH:8]=1)#[N:2]. The yield is 0.720. (8) The reactants are [N:1]1[CH:6]=[CH:5][CH:4]=[CH:3][C:2]=1[CH2:7][OH:8].[H-].[Na+].Cl[C:12]1[CH:33]=[CH:32][C:15]([C:16]([NH:18][C:19]2[CH:24]=[C:23]([C:25]([NH:27][CH:28]3[CH2:30][CH2:29]3)=[O:26])[CH:22]=[CH:21][C:20]=2[CH3:31])=[O:17])=[CH:14][N:13]=1.C(OCC)(=O)C. The catalyst is N1C(C)=CC(C)=CC=1C.[Cu]I. The product is [CH:28]1([NH:27][C:25]([C:23]2[CH:22]=[CH:21][C:20]([CH3:31])=[C:19]([NH:18][C:16](=[O:17])[C:15]3[CH:32]=[CH:33][C:12]([O:8][CH2:7][C:2]4[CH:3]=[CH:4][CH:5]=[CH:6][N:1]=4)=[N:13][CH:14]=3)[CH:24]=2)=[O:26])[CH2:30][CH2:29]1. The yield is 0.260. (9) The reactants are Cl.[F:2][C:3]1[CH:22]=[CH:21][C:6]2[N:7]=[C:8]([NH2:20])[C:9]3[CH:15]=[C:14]([C:16]([F:19])([F:18])[F:17])[CH:13]=[CH:12][C:10]=3[NH:11][C:5]=2[CH:4]=1.[CH3:23][O:24][CH2:25][CH2:26][CH2:27][C@H:28]1[CH2:33]N[CH2:31][CH2:30][NH:29]1.C(N(C(C)C)CC)(C)C. The catalyst is C1(C)C=CC=CC=1.CS(C)=O. The product is [F:2][C:3]1[CH:22]=[CH:21][C:6]2[N:7]=[C:8]([N:20]3[CH2:31][CH2:30][NH:29][C@@H:28]([CH2:27][CH2:26][CH2:25][O:24][CH3:23])[CH2:33]3)[C:9]3[CH:15]=[C:14]([C:16]([F:17])([F:19])[F:18])[CH:13]=[CH:12][C:10]=3[NH:11][C:5]=2[CH:4]=1. The yield is 0.510. (10) The reactants are [Cl:1][C:2]1[C:7]([N+:8]([O-])=O)=[CH:6][CH:5]=[C:4]([Cl:11])[C:3]=1[C:12]1[C:13](=[O:23])[N:14]([CH3:22])[C:15]2[C:20]([CH:21]=1)=[CH:19][CH:18]=[CH:17][CH:16]=2. The catalyst is CCO.Cl.CCOC(C)=O.C([O-])([O-])=O.[K+].[K+]. The product is [NH2:8][C:7]1[C:2]([Cl:1])=[C:3]([C:12]2[C:13](=[O:23])[N:14]([CH3:22])[C:15]3[C:20]([CH:21]=2)=[CH:19][CH:18]=[CH:17][CH:16]=3)[C:4]([Cl:11])=[CH:5][CH:6]=1. The yield is 0.967.